From a dataset of CYP3A4 inhibition data for predicting drug metabolism from PubChem BioAssay. Regression/Classification. Given a drug SMILES string, predict its absorption, distribution, metabolism, or excretion properties. Task type varies by dataset: regression for continuous measurements (e.g., permeability, clearance, half-life) or binary classification for categorical outcomes (e.g., BBB penetration, CYP inhibition). Dataset: cyp3a4_veith. (1) The compound is O=C(COc1ccc(Cl)cc1)N(Cc1ccccc1)c1ccccn1. The result is 1 (inhibitor). (2) The compound is CC(=O)c1cc(NC(=O)c2ccccc2)c(=O)oc1/C=C/N(C)C. The result is 1 (inhibitor). (3) The drug is CC(C)(C)c1ccc([C@@H](O)CCCN2CCC(C(O)(c3ccccc3)c3ccccc3)CC2)cc1. The result is 0 (non-inhibitor). (4) The drug is Cc1cc(=O)[nH]c2cc3oc4ccccc4c3cc12. The result is 0 (non-inhibitor).